This data is from Full USPTO retrosynthesis dataset with 1.9M reactions from patents (1976-2016). The task is: Predict the reactants needed to synthesize the given product. (1) Given the product [Cl:1][C:2]1[CH:10]=[C:9]2[C:5]([C:6]([C:11]([N:13]3[CH2:18][CH2:17][CH:16]([C:19]4[CH:24]=[CH:23][CH:22]=[CH:21][C:20]=4[O:25][CH:26]([CH3:28])[CH3:27])[CH2:15][CH2:14]3)=[O:12])=[CH:7][N:8]2[CH2:30][C:31]([N:33]2[CH2:38][CH2:37][N:36]([CH3:39])[CH2:35][CH2:34]2)=[O:32])=[CH:4][CH:3]=1, predict the reactants needed to synthesize it. The reactants are: [Cl:1][C:2]1[CH:10]=[C:9]2[C:5]([C:6]([C:11]([N:13]3[CH2:18][CH2:17][CH:16]([C:19]4[CH:24]=[CH:23][CH:22]=[CH:21][C:20]=4[O:25][CH:26]([CH3:28])[CH3:27])[CH2:15][CH2:14]3)=[O:12])=[CH:7][NH:8]2)=[CH:4][CH:3]=1.Cl[CH2:30][C:31]([N:33]1[CH2:38][CH2:37][N:36]([CH3:39])[CH2:35][CH2:34]1)=[O:32]. (2) Given the product [NH2:1][C:2]1[C:11]2[N:10]=[CH:9][C:8]([CH2:12][CH2:13][C:14]3[CH:19]=[CH:18][C:17]([O:20][CH2:28][CH2:29][CH2:30][P:31](=[O:38])([O:35][CH2:36][CH3:37])[O:32][CH2:33][CH3:34])=[CH:16][C:15]=3[CH3:21])=[CH:7][C:6]=2[C:5]2[CH:22]=[CH:23][C:24]([CH3:26])=[CH:25][C:4]=2[N:3]=1, predict the reactants needed to synthesize it. The reactants are: [NH2:1][C:2]1[C:11]2[N:10]=[CH:9][C:8]([CH2:12][CH2:13][C:14]3[CH:19]=[CH:18][C:17]([OH:20])=[CH:16][C:15]=3[CH3:21])=[CH:7][C:6]=2[C:5]2[CH:22]=[CH:23][C:24]([CH3:26])=[CH:25][C:4]=2[N:3]=1.Br[CH2:28][CH2:29][CH2:30][P:31](=[O:38])([O:35][CH2:36][CH3:37])[O:32][CH2:33][CH3:34].